From a dataset of Full USPTO retrosynthesis dataset with 1.9M reactions from patents (1976-2016). Predict the reactants needed to synthesize the given product. (1) Given the product [ClH:32].[Cl:32][C:9]1[NH:8][C:16]2[C:11]([CH:10]=1)=[CH:12][C:13]([C:17]1[N:18]=[N:19][C:20]([O:23][C@@H:24]3[CH:29]4[CH2:30][CH2:31][N:26]([CH2:27][CH2:28]4)[CH2:25]3)=[CH:21][CH:22]=1)=[CH:14][CH:15]=2, predict the reactants needed to synthesize it. The reactants are: C(OC([N:8]1[C:16]2[C:11](=[CH:12][C:13]([C:17]3[N:18]=[N:19][C:20]([O:23][C@@H:24]4[CH:29]5[CH2:30][CH2:31][N:26]([CH2:27][CH2:28]5)[CH2:25]4)=[CH:21][CH:22]=3)=[CH:14][CH:15]=2)[CH:10]=[C:9]1[Cl:32])=O)(C)(C)C.Cl. (2) Given the product [CH3:8][NH:9][C:10]1[CH:11]=[C:12]([C:16]2[N:21]=[CH:20][C:19]([CH2:22][CH2:23][C:24]([O:26][CH2:27][CH3:28])=[O:25])=[CH:18][CH:17]=2)[CH:13]=[CH:14][CH:15]=1, predict the reactants needed to synthesize it. The reactants are: C(OC([CH2:8][NH:9][C:10]1[CH:11]=[C:12]([C:16]2[N:21]=[CH:20][C:19]([CH:22]=[CH:23][C:24]([O:26][CH2:27][CH3:28])=[O:25])=[CH:18][CH:17]=2)[CH:13]=[CH:14][CH:15]=1)=O)(C)(C)C.FC(F)(F)C(O)=O.C(=O)([O-])O.[Na+]. (3) Given the product [Br:1][C:2]1[CH:7]=[CH:6][C:5]([O:8][CH2:22][O:23][CH3:24])=[C:4]([N+:9]([O-:11])=[O:10])[CH:3]=1, predict the reactants needed to synthesize it. The reactants are: [Br:1][C:2]1[CH:7]=[CH:6][C:5]([OH:8])=[C:4]([N+:9]([O-:11])=[O:10])[CH:3]=1.C(N(C(C)C)CC)(C)C.Cl[CH2:22][O:23][CH3:24]. (4) The reactants are: [F:1][C:2]([F:20])([F:19])[O:3][C:4]1[CH:5]=[C:6]([C@@H:10]([NH:12][S@](C(C)(C)C)=O)[CH3:11])[CH:7]=[CH:8][CH:9]=1.[ClH:21]. Given the product [ClH:21].[F:1][C:2]([F:19])([F:20])[O:3][C:4]1[CH:5]=[C:6]([C@@H:10]([NH2:12])[CH3:11])[CH:7]=[CH:8][CH:9]=1, predict the reactants needed to synthesize it.